Dataset: Full USPTO retrosynthesis dataset with 1.9M reactions from patents (1976-2016). Task: Predict the reactants needed to synthesize the given product. (1) Given the product [Cl:9][C:3]1[CH:4]=[CH:5][CH:6]=[C:7]([Cl:8])[C:2]=1[C:22]#[C:21][Si:18]([CH3:20])([CH3:19])[CH3:17], predict the reactants needed to synthesize it. The reactants are: Br[C:2]1[C:7]([Cl:8])=[CH:6][CH:5]=[CH:4][C:3]=1[Cl:9].C(N(CC)CC)C.[CH3:17][Si:18]([C:21]#[CH:22])([CH3:20])[CH3:19]. (2) Given the product [CH2:23]([O:22][C:14]1[CH:15]=[C:16]([CH:20]=[CH:21][C:13]=1[NH:12][C:2]1[C:3]2[C:10]([CH3:11])=[CH:9][S:8][C:4]=2[N:5]=[CH:6][N:7]=1)[C:17]([NH2:19])=[O:18])[CH3:24], predict the reactants needed to synthesize it. The reactants are: Cl[C:2]1[C:3]2[C:10]([CH3:11])=[CH:9][S:8][C:4]=2[N:5]=[CH:6][N:7]=1.[NH2:12][C:13]1[CH:21]=[CH:20][C:16]([C:17]([NH2:19])=[O:18])=[CH:15][C:14]=1[O:22][CH2:23][CH3:24].O.C1(C)C=CC(S(O)(=O)=O)=CC=1. (3) Given the product [Cl:46][C:47]1[C:48]([CH3:63])=[C:49]([S:53]([N:56]2[CH2:61][CH2:60][CH2:59][C@H:58]([NH:62][C:42]([C:36]3([CH3:35])[CH2:37][CH2:38][CH2:39][CH2:40][CH2:41]3)=[O:44])[CH2:57]2)(=[O:54])=[O:55])[CH:50]=[CH:51][CH:52]=1, predict the reactants needed to synthesize it. The reactants are: CN1CCOCC1.F[P-](F)(F)(F)(F)F.N1(O[P+](N(C)C)(N(C)C)N(C)C)C2C=CC=CC=2N=N1.[CH3:35][C:36]1([C:42]([OH:44])=O)[CH2:41][CH2:40][CH2:39][CH2:38][CH2:37]1.Cl.[Cl:46][C:47]1[C:48]([CH3:63])=[C:49]([S:53]([N:56]2[CH2:61][CH2:60][CH2:59][C@H:58]([NH2:62])[CH2:57]2)(=[O:55])=[O:54])[CH:50]=[CH:51][CH:52]=1.C(O)(C(F)(F)F)=O. (4) Given the product [CH3:31][C:29]([CH3:30])([CH3:32])[C:28]#[C:27][C:7]1[S:6][C:5]([C:3]([OH:2])=[O:4])=[C:9]([N:10]([C:18]([CH:20]2[CH2:21][CH2:22][CH:23]([CH3:26])[CH2:24][CH2:25]2)=[O:19])[CH:11]2[CH2:16][CH2:15][CH:14]([NH:35][N:34]([CH3:33])[C:36]3[S:37][CH:38]=[CH:39][N:40]=3)[CH2:13][CH2:12]2)[CH:8]=1, predict the reactants needed to synthesize it. The reactants are: C[O:2][C:3]([C:5]1[S:6][C:7]([C:27]#[C:28][C:29]([CH3:32])([CH3:31])[CH3:30])=[CH:8][C:9]=1[N:10]([C:18]([CH:20]1[CH2:25][CH2:24][CH:23]([CH3:26])[CH2:22][CH2:21]1)=[O:19])[CH:11]1[CH2:16][CH2:15][C:14](=O)[CH2:13][CH2:12]1)=[O:4].[CH3:33][N:34]([C:36]1[S:37][CH:38]=[CH:39][N:40]=1)[NH2:35].CC(O)=O.[BH-](OC(C)=O)(OC(C)=O)OC(C)=O.[Na+].C([O-])(O)=O.[Na+].[OH-].[Li+]. (5) Given the product [NH2:1][CH2:4][C:5]1[N:10]=[C:9]([OH:11])[C:8]([O:19][CH2:20][CH2:21][CH3:22])=[CH:7][CH:6]=1, predict the reactants needed to synthesize it. The reactants are: [N:1]([CH2:4][C:5]1[N:10]=[C:9]([O:11]CC2C=CC=CC=2)[C:8]([O:19][CH2:20][CH2:21][CH3:22])=[CH:7][CH:6]=1)=[N+]=[N-].C1(P(C2C=CC=CC=2)C2C=CC=CC=2)C=CC=CC=1.O. (6) Given the product [I:26][C:24]1[CH:23]=[C:22]2[N:21]([CH:25]=1)[CH2:20][CH2:19][O:28][CH2:27]2, predict the reactants needed to synthesize it. The reactants are: [H-].[Na+].C1COCC1.CC1C=CC(S(O[CH2:19][CH2:20][N:21]2[CH:25]=[C:24]([I:26])[CH:23]=[C:22]2[CH2:27][OH:28])(=O)=O)=CC=1. (7) Given the product [NH2:8][C:6]1[CH:5]=[C:4]([F:11])[C:3]([OH:12])=[C:2]([Cl:1])[CH:7]=1, predict the reactants needed to synthesize it. The reactants are: [Cl:1][C:2]1[CH:7]=[C:6]([N+:8]([O-])=O)[CH:5]=[C:4]([F:11])[C:3]=1[OH:12].NC1C=CC(O)=CC=1F. (8) Given the product [O:19]=[C:14]1[N:13]([C:10]2[CH:9]=[CH:8][C:7]([N:1]3[CH2:6][CH2:5][N:4]([CH2:31][CH2:32][CH2:33][C:34]4[C:42]5[C:37](=[CH:38][CH:39]=[C:40]([C:43]#[N:44])[CH:41]=5)[NH:36][CH:35]=4)[CH2:3][CH2:2]3)=[CH:12][CH:11]=2)[CH2:18][CH2:17][O:16][CH2:15]1, predict the reactants needed to synthesize it. The reactants are: [N:1]1([C:7]2[CH:12]=[CH:11][C:10]([N:13]3[CH2:18][CH2:17][O:16][CH2:15][C:14]3=[O:19])=[CH:9][CH:8]=2)[CH2:6][CH2:5][NH:4][CH2:3][CH2:2]1.CC1C=CC(S(O[CH2:31][CH2:32][CH2:33][C:34]2[C:42]3[C:37](=[CH:38][CH:39]=[C:40]([C:43]#[N:44])[CH:41]=3)[NH:36][CH:35]=2)(=O)=O)=CC=1.C(=O)([O-])[O-].[K+].[K+].[I-].[K+]. (9) Given the product [Si:16]([O:5][CH2:4][CH2:3][CH2:2][CH2:1][OH:6])([C:12]([CH3:15])([CH3:14])[CH3:13])([C:24]1[CH:25]=[CH:26][CH:27]=[CH:28][CH:29]=1)[C:18]1[CH:23]=[CH:22][CH:21]=[CH:20][CH:19]=1, predict the reactants needed to synthesize it. The reactants are: [CH2:1]([OH:6])[CH2:2][CH2:3][CH2:4][OH:5].N1C=CN=C1.[C:12]([Si:16]([C:24]1[CH:29]=[CH:28][CH:27]=[CH:26][CH:25]=1)([C:18]1[CH:23]=[CH:22][CH:21]=[CH:20][CH:19]=1)Cl)([CH3:15])([CH3:14])[CH3:13]. (10) Given the product [F:40][C:36]1[CH:35]=[C:34]([C:31]2[CH:32]=[CH:33][C:28]([C:27]([NH:26][C@H:23]3[CH2:22][CH2:21][C@H:20]([NH:19][C:1](=[O:5])[CH2:2][OH:3])[CH2:25][CH2:24]3)=[O:41])=[CH:29][N:30]=2)[CH:39]=[CH:38][CH:37]=1, predict the reactants needed to synthesize it. The reactants are: [C:1]([OH:5])(=O)[CH2:2][OH:3].C(N1C=CN=C1)(N1C=CN=C1)=O.Cl.[NH2:19][C@H:20]1[CH2:25][CH2:24][C@H:23]([NH:26][C:27](=[O:41])[C:28]2[CH:33]=[CH:32][C:31]([C:34]3[CH:39]=[CH:38][CH:37]=[C:36]([F:40])[CH:35]=3)=[N:30][CH:29]=2)[CH2:22][CH2:21]1.C(NC(C)C)(C)C.